From a dataset of Full USPTO retrosynthesis dataset with 1.9M reactions from patents (1976-2016). Predict the reactants needed to synthesize the given product. (1) Given the product [Cl:12][C:10]1[C:9]2[C:4](=[CH:5][CH:6]=[CH:7][CH:8]=2)[N:3]=[C:2]([C:18]2[CH:19]=[CH:20][C:15]([S:14][CH3:13])=[CH:16][CH:17]=2)[CH:11]=1, predict the reactants needed to synthesize it. The reactants are: Cl[C:2]1[CH:11]=[C:10]([Cl:12])[C:9]2[C:4](=[CH:5][CH:6]=[CH:7][CH:8]=2)[N:3]=1.[CH3:13][S:14][C:15]1[CH:20]=[CH:19][C:18](B(O)O)=[CH:17][CH:16]=1.C([O-])([O-])=O.[Na+].[Na+]. (2) Given the product [OH:12][C:13]1[CH:14]=[C:15]2[C:20](=[CH:21][CH:22]=1)[CH:19]=[C:18]([C:23]([CH2:25][NH:26][CH2:27][C:28]1[CH:29]=[C:30]([C:34]3[CH:39]=[CH:38][C:37]([NH:40][C:41]4[CH:42]=[C:43]([CH:49]=[CH:50][CH:51]=4)[C:44]([O:46][CH2:47][CH3:48])=[O:45])=[CH:36][CH:35]=3)[CH:31]=[CH:32][CH:33]=1)=[O:24])[CH:17]=[CH:16]2, predict the reactants needed to synthesize it. The reactants are: S(=O)(=O)(O)O.COCCOC[O:12][C:13]1[CH:14]=[C:15]2[C:20](=[CH:21][CH:22]=1)[CH:19]=[C:18]([C:23]([CH2:25][NH:26][CH2:27][C:28]1[CH:29]=[C:30]([C:34]3[CH:39]=[CH:38][C:37]([NH:40][C:41]4[CH:42]=[C:43]([CH:49]=[CH:50][CH:51]=4)[C:44]([O:46][CH2:47][CH3:48])=[O:45])=[CH:36][CH:35]=3)[CH:31]=[CH:32][CH:33]=1)=[O:24])[CH:17]=[CH:16]2. (3) Given the product [ClH:27].[ClH:27].[NH2:8][CH2:9][CH2:10][CH2:11][CH2:12][CH2:13][N:14]1[C:24](=[O:25])[C:23]2[N:26]3[C:16](=[CH:17][N:18]=[C:19]3[CH:20]=[CH:21][CH:22]=2)[CH2:15]1, predict the reactants needed to synthesize it. The reactants are: C(OC([NH:8][CH2:9][CH2:10][CH2:11][CH2:12][CH2:13][N:14]1[C:24](=[O:25])[C:23]2[N:26]3[C:16](=[CH:17][N:18]=[C:19]3[CH:20]=[CH:21][CH:22]=2)[CH2:15]1)=O)(C)(C)C.[ClH:27]. (4) Given the product [F:1][C:2]1[CH:3]=[C:4]2[C:8](=[CH:9][C:10]=1[S:11]([N:14]1[CH2:18][CH2:17][CH2:16][CH2:15]1)(=[O:12])=[O:13])[NH:7][CH2:6][C:5]2([CH3:23])[CH3:22], predict the reactants needed to synthesize it. The reactants are: [F:1][C:2]1[CH:3]=[C:4]2[C:8](=[CH:9][C:10]=1[S:11]([N:14]1[CH2:18][CH2:17][CH2:16][CH2:15]1)(=[O:13])=[O:12])[N:7](C(=O)C)[CH2:6][C:5]2([CH3:23])[CH3:22].Cl. (5) Given the product [Cl:18][C:17]1[C:8]([CH2:7][N:4]2[CH2:5][CH2:6][C@@H:2]([NH:1][CH:40]3[CH2:41][O:38][CH2:39]3)[CH2:3]2)=[C:9]([C:34]([F:35])([F:36])[F:37])[CH:10]=[C:11]2[C:16]=1[NH:15][C:14](=[O:19])[N:13]([CH2:20][C:21]1[CH:26]=[C:25]([Cl:27])[CH:24]=[CH:23][C:22]=1[S:28]([CH2:31][CH3:32])(=[O:30])=[O:29])[C:12]2=[O:33], predict the reactants needed to synthesize it. The reactants are: [NH2:1][C@@H:2]1[CH2:6][CH2:5][N:4]([CH2:7][C:8]2[C:17]([Cl:18])=[C:16]3[C:11]([C:12](=[O:33])[N:13]([CH2:20][C:21]4[CH:26]=[C:25]([Cl:27])[CH:24]=[CH:23][C:22]=4[S:28]([CH2:31][CH3:32])(=[O:30])=[O:29])[C:14](=[O:19])[NH:15]3)=[CH:10][C:9]=2[C:34]([F:37])([F:36])[F:35])[CH2:3]1.[O:38]1[CH2:41][C:40](=O)[CH2:39]1.C(Cl)Cl. (6) Given the product [CH3:1][O:2][C:3]1[CH:8]=[C:7]([CH:6]=[CH:5][C:4]=1[O:11][CH2:22][O:23][CH3:24])[CH:9]=[O:10], predict the reactants needed to synthesize it. The reactants are: [CH3:1][O:2][C:3]1[CH:8]=[C:7]([CH:9]=[O:10])[CH:6]=[CH:5][C:4]=1[OH:11].C(N(C(C)C)CC)(C)C.Cl[CH2:22][O:23][CH3:24].O. (7) Given the product [CH2:55]([N:13]([CH2:11][CH3:12])[C:14]1[CH:19]=[CH:18][C:17]([NH:20][C:21](=[O:35])[C:22]2[CH:34]=[CH:33][CH:32]=[C:24]([C:25]([N:27]([CH3:28])[CH2:29][CH:30]=[O:31])=[O:26])[CH:23]=2)=[C:16]([C:36]2[CH:41]=[C:40]([C:42](=[O:54])[NH:43][C@@H:44]3[C:53]4[C:48](=[CH:49][CH:50]=[CH:51][CH:52]=4)[CH2:47][CH2:46][CH2:45]3)[CH:39]=[CH:38][N:37]=2)[CH:15]=1)[CH3:56], predict the reactants needed to synthesize it. The reactants are: CS(C)=O.C(Cl)(=O)C(Cl)=O.[CH2:11]([N:13]([CH2:55][CH3:56])[C:14]1[CH:19]=[CH:18][C:17]([NH:20][C:21](=[O:35])[C:22]2[CH:34]=[CH:33][CH:32]=[C:24]([C:25]([N:27]([CH2:29][CH2:30][OH:31])[CH3:28])=[O:26])[CH:23]=2)=[C:16]([C:36]2[CH:41]=[C:40]([C:42](=[O:54])[NH:43][C@@H:44]3[C:53]4[C:48](=[CH:49][CH:50]=[CH:51][CH:52]=4)[CH2:47][CH2:46][CH2:45]3)[CH:39]=[CH:38][N:37]=2)[CH:15]=1)[CH3:12].